This data is from hERG Central: cardiac toxicity at 1µM, 10µM, and general inhibition. The task is: Predict hERG channel inhibition at various concentrations. The molecule is O=C(CN1CCCCCC1)NC(c1ccccc1)c1ccccc1.O=C(O)C(=O)O. Results: hERG_inhib (hERG inhibition (general)): blocker.